The task is: Predict the reaction yield, written as a fraction of the theoretical maximum amount of product (1.0 means a 100% yield; for example, 0.34 means a 34% yield).. This data is from Reaction yield outcomes from USPTO patents with 853,638 reactions. The reactants are [O:1]1[CH2:6][CH2:5][CH:4]([CH:7]=[O:8])[CH2:3][CH2:2]1.[F-].C([N+](CCCC)(CCCC)CCCC)CCC.[F:27][C:28]([Si](C)(C)C)([F:30])[F:29]. The catalyst is O1CCCC1. The product is [F:27][C:28]([F:30])([F:29])[CH:7]([CH:4]1[CH2:5][CH2:6][O:1][CH2:2][CH2:3]1)[OH:8]. The yield is 0.470.